Dataset: Full USPTO retrosynthesis dataset with 1.9M reactions from patents (1976-2016). Task: Predict the reactants needed to synthesize the given product. Given the product [F:17][C:14]1[CH:15]=[CH:16][C:11]([O:1][C:2]2[CH:3]=[C:4]([CH2:5][OH:6])[CH:7]=[CH:8][CH:9]=2)=[CH:12][CH:13]=1, predict the reactants needed to synthesize it. The reactants are: [OH:1][C:2]1[CH:3]=[C:4]([CH:7]=[CH:8][CH:9]=1)[CH2:5][OH:6].Br[C:11]1[CH:16]=[CH:15][C:14]([F:17])=[CH:13][CH:12]=1.C(=O)([O-])[O-].[K+].[K+].N1C2C(=CC=CC=2O)C=CC=1.